From a dataset of Full USPTO retrosynthesis dataset with 1.9M reactions from patents (1976-2016). Predict the reactants needed to synthesize the given product. (1) The reactants are: [ClH:1].O1CCOCC1.[F:8][CH:9]([F:38])[N:10]1[N:26]=[CH:25][C:24]2[NH:23][C:22](=[O:27])[C@@H:21]([CH3:28])[CH2:20][CH2:19][CH2:18][C@H:17]([NH:29]C(=O)OC(C)(C)C)[C:16]3[CH:37]=[C:12]([CH:13]=[CH:14][N:15]=3)[C:11]1=2. Given the product [ClH:1].[ClH:1].[NH2:29][C@@H:17]1[C:16]2[CH:37]=[C:12]([CH:13]=[CH:14][N:15]=2)[C:11]2[N:10]([CH:9]([F:8])[F:38])[N:26]=[CH:25][C:24]=2[NH:23][C:22](=[O:27])[C@@H:21]([CH3:28])[CH2:20][CH2:19][CH2:18]1, predict the reactants needed to synthesize it. (2) The reactants are: [C:1]([CH:5]([C:11]([O:13][CH2:14][CH3:15])=[O:12])[C:6]([O:8][CH2:9][CH3:10])=[O:7])(=O)[CH2:2][CH3:3].C(N(CCCC)CCCC)CCC.P(Cl)(Cl)([Cl:31])=O. Given the product [Cl:31][C:1](=[C:5]([C:11]([O:13][CH2:14][CH3:15])=[O:12])[C:6]([O:8][CH2:9][CH3:10])=[O:7])[CH2:2][CH3:3], predict the reactants needed to synthesize it. (3) Given the product [CH3:12][C:8]1[NH:9][C:10](=[O:11])[C:5]([C:3]2[N:22]=[C:20]([NH:19][CH3:18])[S:21][CH:2]=2)=[CH:6][C:7]=1[C:13]([O:15][CH2:16][CH3:17])=[O:14], predict the reactants needed to synthesize it. The reactants are: Br[CH2:2][C:3]([C:5]1[C:10](=[O:11])[NH:9][C:8]([CH3:12])=[C:7]([C:13]([O:15][CH2:16][CH3:17])=[O:14])[CH:6]=1)=O.[CH3:18][NH:19][C:20]([NH2:22])=[S:21].